Dataset: Full USPTO retrosynthesis dataset with 1.9M reactions from patents (1976-2016). Task: Predict the reactants needed to synthesize the given product. (1) Given the product [Cl:14][C:13]1[C:2]([F:1])=[C:3]([C:4]([C:20]2[CH:19]=[CH:18][C:17]([O:16][CH3:15])=[CH:22][C:21]=2[O:23][CH3:24])=[O:5])[CH:10]=[CH:11][CH:12]=1, predict the reactants needed to synthesize it. The reactants are: [F:1][C:2]1[C:13]([Cl:14])=[CH:12][CH:11]=[CH:10][C:3]=1[C:4](N(OC)C)=[O:5].[CH3:15][O:16][C:17]1[CH:22]=[C:21]([O:23][CH3:24])[CH:20]=[CH:19][C:18]=1[Mg]Br. (2) Given the product [CH:1]1([N:6]2[C:10]3[N:11]=[C:12]([CH:28]4[CH2:33][C:32]([CH3:35])([CH3:34])[NH:31][C:30]([CH3:37])([CH3:36])[CH2:29]4)[CH:13]=[C:14]([C:15]([NH:17][CH2:18][C:19]4[C:20](=[O:27])[NH:21][C:22]([CH3:26])=[CH:23][C:24]=4[CH3:25])=[O:16])[C:9]=3[CH:8]=[N:7]2)[CH2:2][CH2:3][CH2:4][CH2:5]1, predict the reactants needed to synthesize it. The reactants are: [CH:1]1([N:6]2[C:10]3[N:11]=[C:12]([C:28]4[CH2:29][C:30]([CH3:37])([CH3:36])[NH:31][C:32]([CH3:35])([CH3:34])[CH:33]=4)[CH:13]=[C:14]([C:15]([NH:17][CH2:18][C:19]4[C:20](=[O:27])[NH:21][C:22]([CH3:26])=[CH:23][C:24]=4[CH3:25])=[O:16])[C:9]=3[CH:8]=[N:7]2)[CH2:5][CH2:4][CH2:3][CH2:2]1. (3) Given the product [CH2:12]([N:7]1[CH:8]2[CH:3]([CH:2]([N:1]3[CH2:30][CH2:29][CH:28]([OH:32])[CH2:27]3)[CH2:11][CH2:10][CH2:9]2)[NH:4][C:5](=[O:20])[C:6]1=[O:19])[C:13]1[CH:18]=[CH:17][CH:16]=[CH:15][CH:14]=1, predict the reactants needed to synthesize it. The reactants are: [NH2:1][CH:2]1[CH2:11][CH2:10][CH2:9][CH:8]2[CH:3]1[NH:4][C:5](=[O:20])[C:6](=[O:19])[N:7]2[CH2:12][C:13]1[CH:18]=[CH:17][CH:16]=[CH:15][CH:14]=1.C([O-])(O)=O.[Na+].Br[CH2:27][CH:28]([OH:32])[CH2:29][CH2:30]Br. (4) Given the product [CH2:3]([CH:15]1[CH2:14][CH2:13][N:12]([CH3:11])[CH2:17][CH:16]1[C:18]([O:20][CH3:21])=[O:19])[C:4]1[CH:9]=[CH:8][CH:7]=[CH:6][CH:5]=1, predict the reactants needed to synthesize it. The reactants are: II.[CH2:3](Cl)[C:4]1[CH:9]=[CH:8][CH:7]=[CH:6][CH:5]=1.[CH3:11][N:12]1[CH2:17][C:16]([C:18]([O:20][CH3:21])=[O:19])=[CH:15][CH2:14][CH2:13]1.Cl. (5) Given the product [F:20][C:21]1[CH:31]=[C:30]([N+:32]([O-:34])=[O:33])[CH:29]=[CH:28][C:22]=1[O:23][CH2:24][CH:25]([OH:26])[CH2:27][N:2]([CH3:1])[CH2:3][C:4]1[CH:5]=[CH:6][C:7]([C:10]2[CH:15]=[CH:14][CH:13]=[CH:12][C:11]=2[C:16]([F:17])([F:18])[F:19])=[CH:8][CH:9]=1, predict the reactants needed to synthesize it. The reactants are: [CH3:1][NH:2][CH2:3][C:4]1[CH:9]=[CH:8][C:7]([C:10]2[CH:15]=[CH:14][CH:13]=[CH:12][C:11]=2[C:16]([F:19])([F:18])[F:17])=[CH:6][CH:5]=1.[F:20][C:21]1[CH:31]=[C:30]([N+:32]([O-:34])=[O:33])[CH:29]=[CH:28][C:22]=1[O:23][CH2:24][CH:25]1[CH2:27][O:26]1. (6) Given the product [CH:39]1([CH2:42][N:43]2[C:51]3[N:50]=[C:49]([CH2:52][C:53]4[CH:54]=[CH:55][C:56]([N:59]([CH3:60])[C:8]([C:5]5[C:4]([CH3:11])=[N:3][N:2]([CH3:1])[C:6]=5[CH3:7])=[O:10])=[CH:57][CH:58]=4)[NH:48][C:47]=3[C:46](=[O:61])[N:45]([CH2:62][C:63]3[CH:68]=[CH:67][CH:66]=[CH:65][C:64]=3[F:69])[C:44]2=[O:70])[CH2:41][CH2:40]1, predict the reactants needed to synthesize it. The reactants are: [CH3:1][N:2]1[C:6]([CH3:7])=[C:5]([C:8]([OH:10])=O)[C:4]([CH3:11])=[N:3]1.C1(P(C2C=CC=CC=2)C2C=CC=CC=2)C=CC=CC=1.ClN1C(=O)CCC1=O.[CH:39]1([CH2:42][N:43]2[C:51]3[N:50]=[C:49]([CH2:52][C:53]4[CH:58]=[CH:57][C:56]([NH:59][CH3:60])=[CH:55][CH:54]=4)[NH:48][C:47]=3[C:46](=[O:61])[N:45]([CH2:62][C:63]3[CH:68]=[CH:67][CH:66]=[CH:65][C:64]=3[F:69])[C:44]2=[O:70])[CH2:41][CH2:40]1. (7) Given the product [C:17]([C:11]1[CH:12]=[C:13]([Br:16])[CH:14]=[CH:15][C:10]=1[NH:9][C:2](=[O:8])[C:3]([O:5][CH2:6][CH3:7])=[O:4])(=[O:19])[CH3:18], predict the reactants needed to synthesize it. The reactants are: Cl[C:2](=[O:8])[C:3]([O:5][CH2:6][CH3:7])=[O:4].[NH2:9][C:10]1[CH:15]=[CH:14][C:13]([Br:16])=[CH:12][C:11]=1[C:17](=[O:19])[CH3:18].N1C=CC=CC=1.O.